From a dataset of Peptide-MHC class I binding affinity with 185,985 pairs from IEDB/IMGT. Regression. Given a peptide amino acid sequence and an MHC pseudo amino acid sequence, predict their binding affinity value. This is MHC class I binding data. (1) The peptide sequence is LFLSFCSLF. The MHC is HLA-B15:17 with pseudo-sequence HLA-B15:17. The binding affinity (normalized) is 0.0847. (2) The peptide sequence is PHYTPKIV. The MHC is Mamu-A07 with pseudo-sequence Mamu-A07. The binding affinity (normalized) is 0. (3) The peptide sequence is EFFDTEPQL. The MHC is HLA-B15:01 with pseudo-sequence HLA-B15:01. The binding affinity (normalized) is 0.0847. (4) The peptide sequence is GLLCISIMI. The MHC is HLA-A02:17 with pseudo-sequence HLA-A02:17. The binding affinity (normalized) is 0.0687. (5) The peptide sequence is TPEGIIPSMF. The MHC is HLA-B53:01 with pseudo-sequence HLA-B53:01. The binding affinity (normalized) is 0.442.